This data is from Forward reaction prediction with 1.9M reactions from USPTO patents (1976-2016). The task is: Predict the product of the given reaction. (1) Given the reactants [NH2:1][C:2]1[N:10]=[CH:9][N:8]=[C:7]2[C:3]=1[N:4]=[CH:5][N:6]2[C@H:11]1[C@@H:15]2[O:16][C:17]([CH3:20])([CH3:19])[O:18][C@@H:14]2[C@@H:13]([CH2:21][N:22]([CH3:45])[CH:23]2[CH2:26][CH:25]([CH2:27][CH2:28][C:29]([NH:31][C:32]3[CH:37]=[CH:36][C:35]([C:38]([CH3:43])([CH3:42])[CH2:39][O:40][CH3:41])=[CH:34][C:33]=3[NH2:44])=O)[CH2:24]2)[O:12]1, predict the reaction product. The product is: [CH3:41][O:40][CH2:39][C:38]([C:35]1[CH:36]=[CH:37][C:32]2[NH:31][C:29]([CH2:28][CH2:27][CH:25]3[CH2:24][CH:23]([N:22]([CH2:21][C@@H:13]4[C@H:14]5[O:18][C:17]([CH3:19])([CH3:20])[O:16][C@H:15]5[C@H:11]([N:6]5[CH:5]=[N:4][C:3]6[C:7]5=[N:8][CH:9]=[N:10][C:2]=6[NH2:1])[O:12]4)[CH3:45])[CH2:26]3)=[N:44][C:33]=2[CH:34]=1)([CH3:42])[CH3:43]. (2) Given the reactants Cl[C:2]1[C:3]([CH:5]=[C:6]([NH:10][C:11]2[C:20]3[C:15](=[CH:16][C:17]([O:23][CH2:24][CH2:25][O:26][CH3:27])=[C:18]([O:21][CH3:22])[CH:19]=3)[N:14]=[CH:13][CH:12]=2)[C:7](=[O:9])[CH:8]=1)=[O:4].O.[OH-].[Na+].[CH3:31][C:32]([C:40]1[CH:45]=[CH:44][C:43]([OH:46])=[CH:42][CH:41]=1)([C:34]1[CH:39]=[CH:38][CH:37]=[CH:36][CH:35]=1)[CH3:33], predict the reaction product. The product is: [CH3:22][O:21][C:18]1[CH:19]=[C:20]2[C:15](=[CH:16][C:17]=1[O:23][CH2:24][CH2:25][O:26][CH3:27])[N:14]=[CH:13][CH:12]=[C:11]2[NH:10][C:6]1[C:7]([CH:8]=[C:2]([O:46][C:43]2[CH:42]=[CH:41][C:40]([C:32]([CH3:33])([C:34]3[CH:35]=[CH:36][CH:37]=[CH:38][CH:39]=3)[CH3:31])=[CH:45][CH:44]=2)[C:3](=[O:4])[CH:5]=1)=[O:9]. (3) Given the reactants [O:1]1[CH:7]=[CH:6][CH2:5][CH2:4][C:3](=O)[CH2:2]1.[Si]([C:13]#[N:14])(C)(C)C.O.[CH2:16]([O:18][C:19]([N:21]1[CH2:26][CH2:25][NH:24][CH2:23][CH2:22]1)=[O:20])[CH3:17], predict the reaction product. The product is: [C:13]([C:3]1([N:24]2[CH2:23][CH2:22][N:21]([C:19]([O:18][CH2:16][CH3:17])=[O:20])[CH2:26][CH2:25]2)[CH2:4][CH2:5][CH:6]=[CH:7][O:1][CH2:2]1)#[N:14]. (4) Given the reactants [CH3:1][O:2][C:3]1[C:8]2[CH:9]=[C:10]([C:12]3[N:13]=[C:14]4[CH:19]=[CH:18][C:17]([CH3:20])=[N:16][N:15]4[CH:21]=3)[O:11][C:7]=2[CH:6]=[C:5]([OH:22])[CH:4]=1.BrC[C:25]1[N:26]=[C:27]([C:30]2[CH:35]=[CH:34][C:33]([C:36]([F:39])([F:38])[F:37])=[CH:32][CH:31]=2)[S:28][CH:29]=1.[C:40]([O-])([O-])=O.[K+].[K+], predict the reaction product. The product is: [CH3:40][O:22][C:5]1[CH:4]=[C:3]([O:2][CH2:1][C:25]2[N:26]=[C:27]([C:30]3[CH:31]=[CH:32][C:33]([C:36]([F:39])([F:37])[F:38])=[CH:34][CH:35]=3)[S:28][CH:29]=2)[C:8]2[CH:9]=[C:10]([C:12]3[N:13]=[C:14]4[CH:19]=[CH:18][C:17]([CH3:20])=[N:16][N:15]4[CH:21]=3)[O:11][C:7]=2[CH:6]=1. (5) Given the reactants [CH:1]1([CH:4]([C:11]2[CH:16]=[CH:15][CH:14]=[C:13]([CH2:17][O:18][C:19]3[CH:24]=[CH:23][C:22]([C:25]4[CH:30]=[C:29]([O:31][CH3:32])[CH:28]=[CH:27][C:26]=4[F:33])=[C:21]([CH2:34][C:35]([CH3:38])([CH3:37])[CH3:36])[CH:20]=3)[CH:12]=2)[CH2:5][C:6]([O:8]CC)=[O:7])[CH2:3][CH2:2]1.[OH-].[Na+], predict the reaction product. The product is: [CH:1]1([CH:4]([C:11]2[CH:16]=[CH:15][CH:14]=[C:13]([CH2:17][O:18][C:19]3[CH:24]=[CH:23][C:22]([C:25]4[CH:30]=[C:29]([O:31][CH3:32])[CH:28]=[CH:27][C:26]=4[F:33])=[C:21]([CH2:34][C:35]([CH3:38])([CH3:37])[CH3:36])[CH:20]=3)[CH:12]=2)[CH2:5][C:6]([OH:8])=[O:7])[CH2:2][CH2:3]1. (6) The product is: [F:1][C:2]1[CH:30]=[C:29]([F:31])[CH:28]=[CH:27][C:3]=1[CH2:4][NH:5][C:6]([C:8]1[C:9](=[O:26])[C:10]([O:24][CH3:25])=[C:11]([C:20]([O:22][CH3:23])=[O:21])[N:12]([CH2:14][CH:15]([OH:18])[OH:16])[CH:13]=1)=[O:7]. Given the reactants [F:1][C:2]1[CH:30]=[C:29]([F:31])[CH:28]=[CH:27][C:3]=1[CH2:4][NH:5][C:6]([C:8]1[C:9](=[O:26])[C:10]([O:24][CH3:25])=[C:11]([C:20]([O:22][CH3:23])=[O:21])[N:12]([CH2:14][CH:15]([O:18]C)[O:16]C)[CH:13]=1)=[O:7].CS(O)(=O)=O, predict the reaction product. (7) Given the reactants [Se](=O)=[O:2].[CH3:4][C:5]1[CH:14]=[CH:13][C:12]2[C:7](=[CH:8][CH:9]=[C:10]([N+:15]([O-:17])=[O:16])[CH:11]=2)[N:6]=1, predict the reaction product. The product is: [N+:15]([C:10]1[CH:11]=[C:12]2[C:7](=[CH:8][CH:9]=1)[N:6]=[C:5]([CH:4]=[O:2])[CH:14]=[CH:13]2)([O-:17])=[O:16]. (8) Given the reactants [Br:1][C:2]1[CH:3]=[C:4]([CH2:9]C(O)=O)[CH:5]=[C:6]([OH:8])[CH:7]=1.[C:13](Cl)(=[O:15])C.C[OH:18], predict the reaction product. The product is: [Br:1][C:2]1[CH:3]=[C:4]([CH:5]=[C:6]([OH:8])[CH:7]=1)[C:9]([O:15][CH3:13])=[O:18]. (9) Given the reactants [F:1][C:2]1[CH:7]=[CH:6][C:5]([C:8]2[N:12]([CH2:13][CH2:14][C:15](=[O:17])[CH3:16])[N:11]=[C:10]([CH3:18])[C:9]=2[C:19]2[CH:20]=[CH:21][C:22]3[O:27][CH2:26][C:25](=[O:28])[NH:24][C:23]=3[CH:29]=2)=[CH:4][CH:3]=1.[CH3:30][Mg]Br.Cl.N, predict the reaction product. The product is: [F:1][C:2]1[CH:3]=[CH:4][C:5]([C:8]2[N:12]([CH2:13][CH2:14][C:15]([OH:17])([CH3:30])[CH3:16])[N:11]=[C:10]([CH3:18])[C:9]=2[C:19]2[CH:20]=[CH:21][C:22]3[O:27][CH2:26][C:25](=[O:28])[NH:24][C:23]=3[CH:29]=2)=[CH:6][CH:7]=1. (10) Given the reactants ClC(Cl)(Cl)C[O:4][C:5]([C@@H:7]1[CH2:12][CH2:11][CH2:10][N:9]([C:13](=[O:53])[C@@H:14]([NH:16][C:17](=[O:52])[C@@H:18]([O:22][C:23](=[O:51])[C:24]([CH2:49][F:50])([CH2:47][F:48])/[CH:25]=[CH:26]/[C:27]2[CH:36]=[C:35]3[C:30]([CH:31]=[CH:32][C:33]([C@H:37]([NH:39][C:40]([O:42][C:43]([CH3:46])([CH3:45])[CH3:44])=[O:41])[CH3:38])=[N:34]3)=[CH:29][CH:28]=2)[CH:19]([CH3:21])[CH3:20])[CH3:15])[NH:8]1)=[O:6].[OH-].[Na+].Cl, predict the reaction product. The product is: [C:43]([O:42][C:40]([NH:39][C@@H:37]([C:33]1[CH:32]=[CH:31][C:30]2[C:35](=[CH:36][C:27](/[CH:26]=[CH:25]/[C:24]([CH2:47][F:48])([CH2:49][F:50])[C:23]([O:22][C@@H:18]([CH:19]([CH3:20])[CH3:21])[C:17]([NH:16][C@@H:14]([CH3:15])[C:13]([N:9]3[CH2:10][CH2:11][CH2:12][C@@H:7]([C:5]([OH:6])=[O:4])[NH:8]3)=[O:53])=[O:52])=[O:51])=[CH:28][CH:29]=2)[N:34]=1)[CH3:38])=[O:41])([CH3:46])([CH3:44])[CH3:45].